This data is from Acute oral toxicity (LD50) regression data from Zhu et al.. The task is: Regression/Classification. Given a drug SMILES string, predict its toxicity properties. Task type varies by dataset: regression for continuous values (e.g., LD50, hERG inhibition percentage) or binary classification for toxic/non-toxic outcomes (e.g., AMES mutagenicity, cardiotoxicity, hepatotoxicity). Dataset: ld50_zhu. (1) The molecule is CCOP(=S)(OCC)SC1OCCOC1SP(=S)(OCC)OCC. The rat oral LD50 is 4.36, given as -log10 of the dose in mol/kg body weight (higher means more acutely toxic). (2) The molecule is CCC1CC2CC3c4[nH]c5ccc(OC)cc5c4CCN(C2)C13. The rat oral LD50 is 2.98, given as -log10 of the dose in mol/kg body weight (higher means more acutely toxic). (3) The molecule is Cc1cc(C(=O)NNC(C)Cc2ccccc2)no1. The rat oral LD50 is 3.46, given as -log10 of the dose in mol/kg body weight (higher means more acutely toxic). (4) The molecule is CCOCC(C)O. The rat oral LD50 is 1.37, given as -log10 of the dose in mol/kg body weight (higher means more acutely toxic).